From a dataset of Forward reaction prediction with 1.9M reactions from USPTO patents (1976-2016). Predict the product of the given reaction. (1) Given the reactants C[O:2][C:3](=[O:24])[CH:4]([S:22][CH3:23])[O:5][C:6]1[CH:7]=[C:8]2[C:13](=[CH:14][CH:15]=1)[N:12]=[CH:11][C:10]([C:16]#[C:17][Si](C)(C)C)=[CH:9]2.[OH-].[Na+].Cl, predict the reaction product. The product is: [C:16]([C:10]1[CH:11]=[N:12][C:13]2[C:8]([CH:9]=1)=[CH:7][C:6]([O:5][CH:4]([S:22][CH3:23])[C:3]([OH:24])=[O:2])=[CH:15][CH:14]=2)#[CH:17]. (2) Given the reactants [Cl:1][C:2]1[CH:3]=[C:4]([CH:9](O)[C:10]([F:13])([F:12])[F:11])[CH:5]=[C:6]([Cl:8])[CH:7]=1.C1C(=O)N([Br:22])C(=O)C1.P(OC1C=CC=CC=1)(OC1C=CC=CC=1)OC1C=CC=CC=1, predict the reaction product. The product is: [Br:22][CH:9]([C:4]1[CH:3]=[C:2]([Cl:1])[CH:7]=[C:6]([Cl:8])[CH:5]=1)[C:10]([F:13])([F:12])[F:11]. (3) Given the reactants [Br:1][C:2]1[CH:7]=[CH:6][C:5]([OH:8])=[C:4]([F:9])[CH:3]=1.[C:10]([O:14][C:15]([N:17]1[CH2:23][CH2:22][CH2:21][C@H:18]1[CH2:19]O)=[O:16])([CH3:13])([CH3:12])[CH3:11].C1C=CC(P(C2C=CC=CC=2)C2C=CC=CC=2)=CC=1.CC(OC(/N=N/C(OC(C)C)=O)=O)C, predict the reaction product. The product is: [Br:1][C:2]1[CH:7]=[CH:6][C:5]([O:8][CH2:19][CH:18]2[CH2:21][CH2:22][CH2:23][N:17]2[C:15]([O:14][C:10]([CH3:11])([CH3:13])[CH3:12])=[O:16])=[C:4]([F:9])[CH:3]=1. (4) Given the reactants [NH2:1][C@H:2]1[CH2:7][CH2:6][CH2:5][CH2:4][C@H:3]1[NH:8][C:9]1[N:14]=[C:13](NC2C=CC(C3ON=CC=3)=CC=2)[C:12]([C:27]([NH2:29])=[O:28])=[CH:11][N:10]=1.[N:30]1([C:35]2[CH:36]=[C:37]([CH:39]=[CH:40][CH:41]=2)[NH2:38])[CH2:34][CH2:33][CH2:32][CH2:31]1, predict the reaction product. The product is: [NH2:1][C@H:2]1[CH2:7][CH2:6][CH2:5][CH2:4][C@H:3]1[NH:8][C:9]1[N:14]=[C:13]([NH:38][C:37]2[CH:39]=[CH:40][CH:41]=[C:35]([N:30]3[CH2:31][CH2:32][CH2:33][CH2:34]3)[CH:36]=2)[C:12]([C:27]([NH2:29])=[O:28])=[CH:11][N:10]=1. (5) Given the reactants I[C:2]1[CH:7]=[CH:6][C:5]([CH2:8][C:9]#[N:10])=[CH:4][CH:3]=1.[CH2:11]([OH:14])[C:12]#[CH:13], predict the reaction product. The product is: [OH:14][CH2:11][C:12]#[C:13][C:2]1[CH:7]=[CH:6][C:5]([CH2:8][C:9]#[N:10])=[CH:4][CH:3]=1. (6) Given the reactants [F:1][C:2]([F:31])([F:30])[C:3]1[CH:4]=[C:5]([C:16]2[O:20][N:19]=[C:18]([C:21]3[CH:29]=[CH:28][CH:27]=[C:26]4[C:22]=3[CH2:23][CH2:24][NH:25]4)[N:17]=2)[CH:6]=[CH:7][C:8]=1[O:9][CH:10]([CH3:15])[C:11]([F:14])([F:13])[F:12].C([O-])([O-])=O.[K+].[K+].I[CH2:39][CH2:40][C:41]([NH2:43])=[O:42].C([O-])(O)=O.[Na+], predict the reaction product. The product is: [F:31][C:2]([F:1])([F:30])[C:3]1[CH:4]=[C:5]([C:16]2[O:20][N:19]=[C:18]([C:21]3[CH:29]=[CH:28][CH:27]=[C:26]4[C:22]=3[CH2:23][CH2:24][N:25]4[CH2:39][CH2:40][C:41]([NH2:43])=[O:42])[N:17]=2)[CH:6]=[CH:7][C:8]=1[O:9][CH:10]([CH3:15])[C:11]([F:12])([F:13])[F:14]. (7) Given the reactants [Cl:1][C:2]1[CH:7]=[CH:6][C:5]([NH:8][S:9]([CH2:12][CH2:13][CH3:14])(=[O:11])=[O:10])=[C:4]([F:15])[C:3]=1[NH:16][C:17]([NH:19][C:20]1[CH:25]=[C:24](Cl)[N:23]=[CH:22][N:21]=1)=[O:18].C(N(CC)C(C)C)(C)C.[CH2:36]([NH2:43])[C:37]1[CH:42]=[CH:41][CH:40]=[CH:39][CH:38]=1, predict the reaction product. The product is: [CH2:36]([NH:43][C:24]1[N:23]=[CH:22][N:21]=[C:20]([NH:19][C:17](=[O:18])[NH:16][C:3]2[C:4]([F:15])=[C:5]([NH:8][S:9]([CH2:12][CH2:13][CH3:14])(=[O:11])=[O:10])[CH:6]=[CH:7][C:2]=2[Cl:1])[CH:25]=1)[C:37]1[CH:42]=[CH:41][CH:40]=[CH:39][CH:38]=1. (8) The product is: [CH3:1][CH:2]1[C:6]2[NH:7][C:8]([B:11]3[O:15][C:14]([CH3:17])([CH3:16])[C:13]([CH3:19])([CH3:18])[O:12]3)=[CH:9][C:5]=2[C:4](=[O:10])[NH:3]1. Given the reactants [CH3:1][CH:2]1[C:6]2[NH:7][CH:8]=[CH:9][C:5]=2[C:4](=[O:10])[NH:3]1.[B:11]1([B:11]2[O:15][C:14]([CH3:17])([CH3:16])[C:13]([CH3:19])([CH3:18])[O:12]2)[O:15][C:14]([CH3:17])([CH3:16])[C:13]([CH3:19])([CH3:18])[O:12]1, predict the reaction product. (9) Given the reactants [Cl:1][C:2]1[S:6][C:5]([C:7]2[N:11]([C:12]3[CH:17]=[CH:16][C:15]([Cl:18])=[CH:14][C:13]=3[Cl:19])[N:10]=[C:9]([C:20](Cl)=[O:21])[C:8]=2[CH3:23])=[CH:4][CH:3]=1.[C:24]([NH2:31])(=[O:30])[CH2:25][CH2:26][CH2:27][CH2:28][CH3:29].C[Si]([N-][Si](C)(C)C)(C)C.[Li+], predict the reaction product. The product is: [C:24]([NH:31][C:20]([C:9]1[C:8]([CH3:23])=[C:7]([C:5]2[S:6][C:2]([Cl:1])=[CH:3][CH:4]=2)[N:11]([C:12]2[CH:17]=[CH:16][C:15]([Cl:18])=[CH:14][C:13]=2[Cl:19])[N:10]=1)=[O:21])(=[O:30])[CH2:25][CH2:26][CH2:27][CH2:28][CH3:29].